This data is from Reaction yield outcomes from USPTO patents with 853,638 reactions. The task is: Predict the reaction yield, written as a fraction of the theoretical maximum amount of product (1.0 means a 100% yield; for example, 0.34 means a 34% yield). (1) The reactants are CC(OC([N:8]1[CH2:13][CH2:12][C:11](=[C:14]([C:28]2[CH:33]=[CH:32][CH:31]=[CH:30][C:29]=2[NH2:34])[C:15]2[CH:20]=[CH:19][C:18]([C:21]([N:23]([CH2:26][CH3:27])[CH2:24][CH3:25])=[O:22])=[CH:17][CH:16]=2)[CH2:10][CH2:9]1)=O)(C)C.[C:35]1([CH2:41][CH:42]=O)[CH:40]=[CH:39][CH:38]=[CH:37][CH:36]=1.C(O)(=O)C.[BH-](OC(C)=O)(OC(C)=O)OC(C)=O.[Na+].FC(F)(F)C(O)=O. The catalyst is ClCCCl.C(Cl)Cl. The product is [CH2:26]([N:23]([CH2:24][CH3:25])[C:21](=[O:22])[C:18]1[CH:19]=[CH:20][C:15]([C:14]([C:28]2[CH:33]=[CH:32][CH:31]=[CH:30][C:29]=2[NH:34][CH2:42][CH2:41][C:35]2[CH:40]=[CH:39][CH:38]=[CH:37][CH:36]=2)=[C:11]2[CH2:12][CH2:13][NH:8][CH2:9][CH2:10]2)=[CH:16][CH:17]=1)[CH3:27]. The yield is 0.400. (2) The reactants are Br[C:2]1[CH:3]=[C:4]([NH2:8])[CH:5]=[N:6][CH:7]=1.[C:9]([C:11]1[CH:16]=[CH:15][C:14](B(O)O)=[CH:13][CH:12]=1)#[N:10].C(=O)([O-])[O-].[Na+].[Na+]. No catalyst specified. The product is [NH2:8][C:4]1[CH:3]=[C:2]([C:14]2[CH:15]=[CH:16][C:11]([C:9]#[N:10])=[CH:12][CH:13]=2)[CH:7]=[N:6][CH:5]=1. The yield is 0.830. (3) The reactants are Cl[C:2]1[CH:3]=[C:4]([C:14]([NH:16][CH2:17][C:18]2[C:19](=[O:26])[NH:20][C:21]([CH3:25])=[CH:22][C:23]=2[CH3:24])=[O:15])[C:5]2[CH:10]=[N:9][N:8]([CH:11]([CH3:13])[CH3:12])[C:6]=2[N:7]=1.C(O)C.[N:30]1(C(OC(C)(C)C)=O)[CH2:35][CH2:34][NH:33][CH2:32][CH2:31]1.N. The catalyst is C(Cl)Cl.C(Cl)(Cl)Cl.O. The product is [CH3:24][C:23]1[CH:22]=[C:21]([CH3:25])[NH:20][C:19](=[O:26])[C:18]=1[CH2:17][NH:16][C:14]([C:4]1[C:5]2[CH:10]=[N:9][N:8]([CH:11]([CH3:13])[CH3:12])[C:6]=2[N:7]=[C:2]([N:30]2[CH2:35][CH2:34][NH:33][CH2:32][CH2:31]2)[CH:3]=1)=[O:15]. The yield is 0.550.